This data is from Forward reaction prediction with 1.9M reactions from USPTO patents (1976-2016). The task is: Predict the product of the given reaction. (1) Given the reactants [CH:1]1([CH2:4][O:5][C:6]2[CH:14]=[CH:13][C:9]3[O:10][CH2:11][O:12][C:8]=3[C:7]=2[C:15]2[C:16]3[NH:23][CH:22]=[C:21]([C:24]([OH:26])=O)[C:17]=3[N:18]=[CH:19][N:20]=2)[CH2:3][CH2:2]1.[C:27]([O:31][C:32]([N:34]1[CH2:39][CH2:38][CH2:37][CH:36]([CH2:40][NH2:41])[CH2:35]1)=[O:33])([CH3:30])([CH3:29])[CH3:28], predict the reaction product. The product is: [C:27]([O:31][C:32]([N:34]1[CH2:39][CH2:38][CH2:37][CH:36]([CH2:40][NH:41][C:24]([C:21]2[C:17]3[N:18]=[CH:19][N:20]=[C:15]([C:7]4[C:8]5[O:12][CH2:11][O:10][C:9]=5[CH:13]=[CH:14][C:6]=4[O:5][CH2:4][CH:1]4[CH2:2][CH2:3]4)[C:16]=3[NH:23][CH:22]=2)=[O:26])[CH2:35]1)=[O:33])([CH3:30])([CH3:29])[CH3:28]. (2) Given the reactants [CH2:1]([N:3]([CH2:16][CH3:17])[CH2:4][CH2:5][CH2:6][O:7][C:8]1[CH:13]=[CH:12][C:11]([NH2:14])=[CH:10][C:9]=1[F:15])[CH3:2].[CH3:18][C:19]1[CH:27]=[CH:26][CH:25]=[C:24]2[C:20]=1[C:21](=[CH:29]O)[C:22](=[O:28])[NH:23]2, predict the reaction product. The product is: [CH2:16]([N:3]([CH2:1][CH3:2])[CH2:4][CH2:5][CH2:6][O:7][C:8]1[CH:13]=[CH:12][C:11]([NH:14][CH:29]=[C:21]2[C:20]3[C:24](=[CH:25][CH:26]=[CH:27][C:19]=3[CH3:18])[NH:23][C:22]2=[O:28])=[CH:10][C:9]=1[F:15])[CH3:17]. (3) Given the reactants [Cl:1][C:2]1[C:3]([CH:14]=[O:15])=[CH:4][NH:5][C:6]=1[C:7]1[C:8]([F:13])=[N:9][CH:10]=[CH:11][CH:12]=1.[H-].[Na+].C1OCCOCCOCCOCCOC1.[CH3:33][N:34]1[CH:38]=[C:37]([S:39](Cl)(=[O:41])=[O:40])[CH:36]=[N:35]1, predict the reaction product. The product is: [Cl:1][C:2]1[C:3]([CH:14]=[O:15])=[CH:4][N:5]([S:39]([C:37]2[CH:36]=[N:35][N:34]([CH3:33])[CH:38]=2)(=[O:41])=[O:40])[C:6]=1[C:7]1[C:8]([F:13])=[N:9][CH:10]=[CH:11][CH:12]=1. (4) The product is: [S:15]1[C:11]2[CH:10]=[CH:9][C:8]([CH:18]([C:19]([O:21][CH2:22][CH3:23])=[O:20])[C:17]([O:25][CH2:26][CH3:27])=[O:24])=[CH:16][C:12]=2[CH:13]=[CH:14]1. Given the reactants C(=O)([O-])[O-].[Cs+].[Cs+].Br[C:8]1[CH:9]=[CH:10][C:11]2[S:15][CH:14]=[CH:13][C:12]=2[CH:16]=1.[C:17]([O:25][CH2:26][CH3:27])(=[O:24])[CH2:18][C:19]([O:21][CH2:22][CH3:23])=[O:20].Cl, predict the reaction product. (5) Given the reactants [CH3:1][C:2]1[CH:7]=[CH:6][CH:5]=[C:4]([C:8]([CH3:11])([CH3:10])[CH3:9])[C:3]=1[OH:12].CO.C[O-].[Na+].[CH2:18]([OH:21])[CH:19]=[CH2:20], predict the reaction product. The product is: [C:8]([C:4]1[CH:5]=[C:6]([CH2:20][CH2:19][CH2:18][OH:21])[CH:7]=[C:2]([CH3:1])[C:3]=1[OH:12])([CH3:9])([CH3:11])[CH3:10]. (6) Given the reactants [Br:1][C:2]1[CH:7]=[CH:6][C:5]([OH:8])=[CH:4][CH:3]=1.[F:9][C:10]1[CH:17]=[CH:16][C:13]([CH2:14]O)=[CH:12][CH:11]=1.ClC(Cl)C, predict the reaction product. The product is: [Br:1][C:2]1[CH:7]=[CH:6][C:5]([OH:8])=[C:4]([CH2:14][C:13]2[CH:16]=[CH:17][C:10]([F:9])=[CH:11][CH:12]=2)[CH:3]=1.